This data is from TCR-epitope binding with 47,182 pairs between 192 epitopes and 23,139 TCRs. The task is: Binary Classification. Given a T-cell receptor sequence (or CDR3 region) and an epitope sequence, predict whether binding occurs between them. (1) The epitope is VLWAHGFEL. The TCR CDR3 sequence is CASSLGNEKLFF. Result: 1 (the TCR binds to the epitope). (2) The epitope is ELAGIGILTV. The TCR CDR3 sequence is CATSDLTGNQPQHF. Result: 1 (the TCR binds to the epitope). (3) Result: 1 (the TCR binds to the epitope). The epitope is KAYNVTQAF. The TCR CDR3 sequence is CASSLGYEQYF. (4) The epitope is YVLDHLIVV. The TCR CDR3 sequence is CASSRGTAGETEAFF. Result: 1 (the TCR binds to the epitope). (5) The epitope is VLQAVGACV. The TCR CDR3 sequence is CASSRAGGSKNTEAFF. Result: 0 (the TCR does not bind to the epitope). (6) The epitope is KLPDDFTGCV. The TCR CDR3 sequence is CASNYTGELFF. Result: 1 (the TCR binds to the epitope). (7) The epitope is TPGPGVRYPL. The TCR CDR3 sequence is CASSLGAGGAYEQYF. Result: 0 (the TCR does not bind to the epitope).